This data is from Peptide-MHC class I binding affinity with 185,985 pairs from IEDB/IMGT. The task is: Regression. Given a peptide amino acid sequence and an MHC pseudo amino acid sequence, predict their binding affinity value. This is MHC class I binding data. The peptide sequence is SSCSSCPLSKI. The MHC is HLA-B39:01 with pseudo-sequence HLA-B39:01. The binding affinity (normalized) is 0.213.